This data is from NCI-60 drug combinations with 297,098 pairs across 59 cell lines. The task is: Regression. Given two drug SMILES strings and cell line genomic features, predict the synergy score measuring deviation from expected non-interaction effect. (1) Drug 1: CCN(CC)CCNC(=O)C1=C(NC(=C1C)C=C2C3=C(C=CC(=C3)F)NC2=O)C. Drug 2: CCCCC(=O)OCC(=O)C1(CC(C2=C(C1)C(=C3C(=C2O)C(=O)C4=C(C3=O)C=CC=C4OC)O)OC5CC(C(C(O5)C)O)NC(=O)C(F)(F)F)O. Cell line: RPMI-8226. Synergy scores: CSS=65.4, Synergy_ZIP=5.53, Synergy_Bliss=6.93, Synergy_Loewe=3.50, Synergy_HSA=8.91. (2) Cell line: U251. Synergy scores: CSS=25.2, Synergy_ZIP=-7.02, Synergy_Bliss=-6.50, Synergy_Loewe=-10.4, Synergy_HSA=-3.44. Drug 1: C1=C(C(=O)NC(=O)N1)N(CCCl)CCCl. Drug 2: C1=CN(C(=O)N=C1N)C2C(C(C(O2)CO)O)O.Cl. (3) Drug 1: C1=CC=C(C(=C1)C(C2=CC=C(C=C2)Cl)C(Cl)Cl)Cl. Synergy scores: CSS=0.582, Synergy_ZIP=-0.420, Synergy_Bliss=0.401, Synergy_Loewe=-1.32, Synergy_HSA=-0.725. Cell line: HL-60(TB). Drug 2: CC(C)NC(=O)C1=CC=C(C=C1)CNNC.Cl.